Dataset: Forward reaction prediction with 1.9M reactions from USPTO patents (1976-2016). Task: Predict the product of the given reaction. (1) Given the reactants IC1C2[C:5](=CC(C(F)(F)F)=CC=2)[N:4](S(C2C=CC=CC=2)(=O)=O)[CH:3]=1.[F:24][C:25]1[CH:33]=[C:32]2[C:28]([C:29]([C:34]3[CH:35]=[N:36][N:37]([CH2:39][CH2:40][C:41]([OH:43])=O)[CH:38]=3)=[CH:30][NH:31]2)=[CH:27][CH:26]=1, predict the reaction product. The product is: [F:24][C:25]1[CH:33]=[C:32]2[C:28]([C:29]([C:34]3[CH:35]=[N:36][N:37]([CH2:39][CH2:40][C:41]([N:4]([CH3:5])[CH3:3])=[O:43])[CH:38]=3)=[CH:30][NH:31]2)=[CH:27][CH:26]=1. (2) Given the reactants [F:1][C:2]([F:25])([F:24])[C:3]1[CH:4]=[C:5]([NH:9][C:10]([C:12]2[CH:13]=[C:14]3[C:19](=[CH:20][CH:21]=2)[C:18]([I:22])=[N:17][N:16]=[C:15]3I)=[O:11])[CH:6]=[CH:7][CH:8]=1.[CH3:26][O-:27].[Na+].Cl, predict the reaction product. The product is: [F:1][C:2]([F:25])([F:24])[C:3]1[CH:4]=[C:5]([NH:9][C:10]([C:12]2[CH:13]=[C:14]3[C:19](=[CH:20][CH:21]=2)[C:18]([I:22])=[N:17][N:16]=[C:15]3[O:27][CH3:26])=[O:11])[CH:6]=[CH:7][CH:8]=1. (3) Given the reactants CCOC(C)=O.O1CCCCC1[O:13][NH:14][C:15]([C:17]1([S:23]([C:26]2[CH:31]=[CH:30][C:29]([C:32]3[CH:37]=[N:36][C:35]([CH2:38][CH2:39][CH2:40][C:41]([F:44])([F:43])[F:42])=[CH:34][N:33]=3)=[CH:28][CH:27]=2)(=[O:25])=[O:24])[CH2:22][CH2:21][O:20][CH2:19][CH2:18]1)=[O:16].[ClH:45].C1(N2CCC(S(C3C=CC(C4C=CC(OC(F)(F)C(F)F)=CC=4)=CC=3)(=O)=O)(C(NOC3CCCCO3)=O)CC2)CC1, predict the reaction product. The product is: [ClH:45].[OH:13][NH:14][C:15]([C:17]1([S:23]([C:26]2[CH:31]=[CH:30][C:29]([C:32]3[CH:37]=[N:36][C:35]([CH2:38][CH2:39][CH2:40][C:41]([F:44])([F:43])[F:42])=[CH:34][N:33]=3)=[CH:28][CH:27]=2)(=[O:24])=[O:25])[CH2:18][CH2:19][O:20][CH2:21][CH2:22]1)=[O:16]. (4) Given the reactants [Br:1][C:2]1[CH:9]=[C:8]([Cl:10])[CH:7]=[CH:6][C:3]=1[CH:4]=O.C(O)C.[CH3:14][NH2:15].C(O[BH-](OC(=O)C)OC(=O)C)(=O)C.[Na+], predict the reaction product. The product is: [Br:1][C:2]1[CH:9]=[C:8]([Cl:10])[CH:7]=[CH:6][C:3]=1[CH2:4][NH:15][CH3:14]. (5) The product is: [CH3:22][C:3]1[C:2]([NH:34][CH:27]2[CH2:28][CH2:29][CH2:30][NH:25][C:26]2=[O:31])=[N:11][C:10]2[C:5](=[CH:6][CH:7]=[CH:8][C:9]=2[C:12]2[NH:20][C:19]3[CH2:18][CH2:17][NH:16][C:15](=[O:21])[C:14]=3[CH:13]=2)[N:4]=1. Given the reactants F[C:2]1[C:3]([CH3:22])=[N:4][C:5]2[C:10]([N:11]=1)=[C:9]([C:12]1[NH:20][C:19]3[CH2:18][CH2:17][NH:16][C:15](=[O:21])[C:14]=3[CH:13]=1)[CH:8]=[CH:7][CH:6]=2.Cl.N[N:25]1[CH2:30][CH2:29][CH2:28][CH2:27][C:26]1=[O:31].CC[N:34](C(C)C)C(C)C, predict the reaction product.